From a dataset of Catalyst prediction with 721,799 reactions and 888 catalyst types from USPTO. Predict which catalyst facilitates the given reaction. (1) Reactant: [NH2:1][C:2]1[C:11]2[N:10]=[C:9]([C:12]([NH2:14])=[O:13])[C:8](=[O:15])[N:7]([CH:16]3[C:20]([OH:22])([CH3:21])[CH:19]([OH:23])[CH:18]([CH2:24][OH:25])[O:17]3)[C:6]=2[N:5]=[C:4](SC)[N:3]=1. Product: [NH2:1][C:2]1[C:11]2[N:10]=[C:9]([C:12]([NH2:14])=[O:13])[C:8](=[O:15])[N:7]([CH:16]3[C:20]([OH:22])([CH3:21])[CH:19]([OH:23])[CH:18]([CH2:24][OH:25])[O:17]3)[C:6]=2[N:5]=[CH:4][N:3]=1. The catalyst class is: 181. (2) Reactant: [NH2:1][C:2]1[CH:23]=[CH:22][C:5]([O:6][C:7]2[CH:8]=[CH:9][C:10]3[N:11]([CH:13]=[C:14]([NH:16][C:17]([CH:19]4[CH2:21][CH2:20]4)=[O:18])[N:15]=3)[CH:12]=2)=[C:4]([F:24])[CH:3]=1.[O:25]=[C:26]1[C:31]([C:32](O)=[O:33])=[CH:30][CH:29]=[CH:28][N:27]1[C:35]1[CH:40]=[CH:39][CH:38]=[CH:37][CH:36]=1.CN(C(ON1N=NC2C=CC=NC1=2)=[N+](C)C)C.F[P-](F)(F)(F)(F)F.C(N(CC)C(C)C)(C)C. Product: [CH:19]1([C:17]([NH:16][C:14]2[N:15]=[C:10]3[CH:9]=[CH:8][C:7]([O:6][C:5]4[CH:22]=[CH:23][C:2]([NH:1][C:32]([C:31]5[C:26](=[O:25])[N:27]([C:35]6[CH:40]=[CH:39][CH:38]=[CH:37][CH:36]=6)[CH:28]=[CH:29][CH:30]=5)=[O:33])=[CH:3][C:4]=4[F:24])=[CH:12][N:11]3[CH:13]=2)=[O:18])[CH2:21][CH2:20]1. The catalyst class is: 80. (3) Reactant: [Cl:1][C:2]1[C:18]([Cl:19])=[CH:17][C:5]([O:6][C:7]2[CH:12]=[C:11]([O:13][CH2:14][CH2:15]O)[CH:10]=[CH:9][N:8]=2)=[C:4]([I:20])[CH:3]=1.[C:21]1(=[O:31])[C:29]2[C:24](=[CH:25][CH:26]=[CH:27][CH:28]=2)[C:23](=[O:30])[NH:22]1.C1C=CC(P(C2C=CC=CC=2)C2C=CC=CC=2)=CC=1.CC(OC(/N=N/C(OC(C)C)=O)=O)C. Product: [Cl:1][C:2]1[C:18]([Cl:19])=[CH:17][C:5]([O:6][C:7]2[CH:12]=[C:11]([O:13][CH2:14][CH2:15][N:22]3[C:23](=[O:30])[C:24]4[C:29](=[CH:28][CH:27]=[CH:26][CH:25]=4)[C:21]3=[O:31])[CH:10]=[CH:9][N:8]=2)=[C:4]([I:20])[CH:3]=1. The catalyst class is: 1. (4) Reactant: [H-].[Na+].[C:3]([C:7]1[CH:12]=[C:11]([CH3:13])[CH:10]=[CH:9][C:8]=1[OH:14])([CH3:6])([CH3:5])[CH3:4].[CH2:15]([O:17][P:18](Cl)(=[O:22])[O:19][CH2:20][CH3:21])[CH3:16]. Product: [P:18]([O:19][CH2:20][CH3:21])([O:17][CH2:15][CH3:16])([O:14][C:8]1[CH:9]=[CH:10][C:11]([CH3:13])=[CH:12][C:7]=1[C:3]([CH3:6])([CH3:5])[CH3:4])=[O:22]. The catalyst class is: 1. (5) Reactant: [Cl:1][C:2]1[CH:3]=[CH:4][C:5]([C:9]2[CH:14]=[CH:13][CH:12]=[CH:11][N:10]=2)=[C:6]([CH:8]=1)[NH2:7].[Cl:15][C:16]1[CH:21]=[CH:20][C:19]([S:22](Cl)(=[O:24])=[O:23])=[CH:18][C:17]=1[C:26]([F:29])([F:28])[F:27]. The catalyst class is: 300. Product: [Cl:15][C:16]1[CH:21]=[CH:20][C:19]([S:22]([NH:7][C:6]2[CH:8]=[C:2]([Cl:1])[CH:3]=[CH:4][C:5]=2[C:9]2[CH:14]=[CH:13][CH:12]=[CH:11][N:10]=2)(=[O:23])=[O:24])=[CH:18][C:17]=1[C:26]([F:29])([F:27])[F:28].